From a dataset of Forward reaction prediction with 1.9M reactions from USPTO patents (1976-2016). Predict the product of the given reaction. (1) The product is: [CH2:1]([CH:3]([CH2:18][CH2:19][CH2:20][CH3:21])[CH2:4][N:5]1[C:6]2[CH:7]=[CH:8][C:9]([C:22]([C:23]3[CH:28]=[CH:27][CH:26]=[CH:25][CH:24]=3)=[O:29])=[CH:10][C:11]=2[C:12]2[C:17]1=[CH:16][CH:15]=[CH:14][CH:13]=2)[CH3:2]. Given the reactants [CH2:1]([CH:3]([CH2:18][CH2:19][CH2:20][CH3:21])[CH2:4][N:5]1[C:17]2[CH:16]=[CH:15][CH:14]=[CH:13][C:12]=2[C:11]2[C:6]1=[CH:7][CH:8]=[CH:9][CH:10]=2)[CH3:2].[C:22](Cl)(=[O:29])[C:23]1[CH:28]=[CH:27][CH:26]=[CH:25][CH:24]=1.[Cl-].[Al+3].[Cl-].[Cl-], predict the reaction product. (2) Given the reactants [Br:1][C:2]1[C:3]([OH:11])=[N:4][CH:5]=[C:6]([CH:10]=1)[C:7]([OH:9])=O.CN([C:15]([O:19][N:20]1N=NC2C=CC=N[C:21]1=2)=[N+](C)C)C.F[P-](F)(F)(F)(F)F.Cl.CONC.CCN(C(C)C)C(C)C, predict the reaction product. The product is: [Br:1][C:2]1[C:3]([OH:11])=[N:4][CH:5]=[C:6]([CH:10]=1)[C:7]([N:20]([O:19][CH3:15])[CH3:21])=[O:9]. (3) Given the reactants Br[C:2]1[CH:3]=[C:4]2[C:8](=[CH:9][CH:10]=1)[N:7]=[CH:6][C:5]12[CH2:13][CH2:12][CH2:11]1.[CH3:14][N:15]1[CH:19]=[C:18](B2OC(C)(C)C(C)(C)O2)[CH:17]=[N:16]1.C([O-])([O-])=O.[K+].[K+].O, predict the reaction product. The product is: [CH3:14][N:15]1[CH:19]=[C:18]([C:2]2[CH:3]=[C:4]3[C:8](=[CH:9][CH:10]=2)[N:7]=[CH:6][C:5]23[CH2:13][CH2:12][CH2:11]2)[CH:17]=[N:16]1. (4) Given the reactants [CH2:1]([N:4]([CH2:16][CH2:17][CH3:18])[C:5]([C:7]1[CH:8]=[C:9]([CH:13]=[CH:14][CH:15]=1)[C:10]([OH:12])=O)=[O:6])[CH2:2][CH3:3].CCN(C(C)C)C(C)C.CN(C(ON1N=NC2C=CC=NC1=2)=[N+](C)C)C.F[P-](F)(F)(F)(F)F.[CH2:52]([O:55][C@H:56]1[CH2:60][N:59]([CH:61]([C:68]2[CH:73]=[CH:72][CH:71]=[CH:70][CH:69]=2)[C:62]2[CH:67]=[CH:66][CH:65]=[CH:64][CH:63]=2)[C@@H:58]([C@@H:74]([OH:86])[C@@H:75]([NH2:85])[CH2:76][C:77]2[CH:82]=[C:81]([F:83])[CH:80]=[C:79]([F:84])[CH:78]=2)[CH2:57]1)[CH:53]=[CH2:54], predict the reaction product. The product is: [CH2:52]([O:55][C@H:56]1[CH2:60][N:59]([CH:61]([C:68]2[CH:73]=[CH:72][CH:71]=[CH:70][CH:69]=2)[C:62]2[CH:67]=[CH:66][CH:65]=[CH:64][CH:63]=2)[C@@H:58]([C@@H:74]([OH:86])[C@@H:75]([NH:85][C:10](=[O:12])[C:9]2[CH:13]=[CH:14][CH:15]=[C:7]([C:5]([N:4]([CH2:1][CH2:2][CH3:3])[CH2:16][CH2:17][CH3:18])=[O:6])[CH:8]=2)[CH2:76][C:77]2[CH:82]=[C:81]([F:83])[CH:80]=[C:79]([F:84])[CH:78]=2)[CH2:57]1)[CH:53]=[CH2:54].